From a dataset of Full USPTO retrosynthesis dataset with 1.9M reactions from patents (1976-2016). Predict the reactants needed to synthesize the given product. (1) Given the product [CH3:1][CH:2]1[CH2:19][C:18]2[C@:13]([CH3:21])([CH2:14][CH2:15][C:16](=[O:20])[CH:17]=2)[C@@H:12]2[C@@H:3]1[C@H:4]1[C@@:8]([CH2:10][CH2:11]2)([CH3:9])[C@@H:7]([C:22]([NH:24][C:25]2[CH:30]=[CH:29][CH:28]=[CH:27][C:26]=2[C:31]([F:32])([F:33])[F:34])=[O:23])[CH2:6][CH2:5]1, predict the reactants needed to synthesize it. The reactants are: [CH3:1][CH:2]1[CH:19]=[C:18]2[C@:13]([CH3:21])([CH2:14][CH2:15][C:16](=[O:20])[CH2:17]2)[C@@H:12]2[C@@H:3]1[C@H:4]1[C@@:8]([CH2:10][CH2:11]2)([CH3:9])[C@@H:7]([C:22]([NH:24][C:25]2[CH:30]=[CH:29][CH:28]=[CH:27][C:26]=2[C:31]([F:34])([F:33])[F:32])=[O:23])[CH2:6][CH2:5]1.Cl. (2) The reactants are: [CH3:1][N:2]([CH2:4][CH:5]1[CH2:10][CH2:9][CH2:8][CH2:7][C:6]1([C:12]1[CH:13]=[C:14]([CH:19]=[CH:20][CH:21]=1)[C:15]([O:17]C)=[O:16])[OH:11])[CH3:3].[OH-].[Na+]. Given the product [CH3:3][N:2]([CH2:4][CH:5]1[CH2:10][CH2:9][CH2:8][CH2:7][C:6]1([C:12]1[CH:13]=[C:14]([CH:19]=[CH:20][CH:21]=1)[C:15]([OH:17])=[O:16])[OH:11])[CH3:1], predict the reactants needed to synthesize it. (3) Given the product [CH3:13][C:14]1[C:37]2=[CH:36][CH:35]=[CH:34][C:33]([C:103]([O:105][C@H:106]3[C@H:51]([O:12][C@H:11]4[O:4][C@H:3]([CH3:2])[C@H:5]([OH:6])[C@H:7]([OH:8])[C@H:9]4[NH:87][CH3:85])[C:52]4=[CH:53][C:54]#[C:55][C@H:50]5[O:49][C@@:47]5([C@@H:46]5[O:67][C:68](=[O:73])[O:82][CH2:45]5)[C:116]#[C:117][C:118]4=[CH:113]3)=[O:104])=[C:32]2[CH:31]=[C:29]([O:30][CH3:98])[CH:16]=1, predict the reactants needed to synthesize it. The reactants are: O=[CH:2][C@@H:3]([C@H:5]([C@@H:7]([C@@H:9]([CH2:11][OH:12])O)[OH:8])[OH:6])[OH:4].[C:13]([O-])(=O)[C:14]([CH3:16])=O.CC1(C)S[C@@H]2[C@H](N[C:29]([CH2:31][C:32]3[CH:33]=[CH:34][CH:35]=[CH:36][CH:37]=3)=[O:30])C(=O)N2[C@H]1C([O-])=O.[K+].C[C@@H]1O[C@@H:47]([O:49][C@H:50]2[C@H:55](O)[C@@H:54](O)[C@H:53](NC(N)=N)[C@@H:52](O)[C@@H:51]2NC(N)=N)[C@H:46]([O:67][C@@H:68]2[O:73][C@@H](CO)[C@H](O)[C@@H](O)[C@@H]2NC)[C@@:45]1([OH:82])C=O.C[C@H](N)[C:85]([NH:87][C@H](C(O)=O)CCC(N)=O)=O.[C:98](=O)=O.CC[C:103]([O:105][C:106]1([C:113]2[CH:118]=[CH:117][CH:116]=CC=2)CCN(C)CC1)=[O:104]. (4) Given the product [CH3:23][O:24][C:25]1[CH:32]=[CH:31][C:28]([CH2:29][NH:30][C:2]2[N:7]=[C:6]([NH:30][CH2:29][C:28]3[CH:31]=[CH:32][C:25]([O:20][CH3:17])=[CH:26][CH:27]=3)[N:5]=[C:4]([NH:9][N:10]3[CH2:14][C:13](=[O:15])[NH:12][C:11]3=[O:16])[N:3]=2)=[CH:27][CH:26]=1, predict the reactants needed to synthesize it. The reactants are: Cl[C:2]1[N:7]=[C:6](Cl)[N:5]=[C:4]([NH:9][N:10]2[CH2:14][C:13](=[O:15])[NH:12][C:11]2=[O:16])[N:3]=1.[C:17](=[O:20])([O-])[O-].[K+].[K+].[CH3:23][O:24][C:25]1[CH:32]=[CH:31][C:28]([CH2:29][NH2:30])=[CH:27][CH:26]=1. (5) Given the product [Cl:1][C:2]1[CH:3]=[C:4]([CH:5]([OH:6])[CH3:12])[CH:7]=[C:8]([Cl:11])[C:9]=1[OH:10], predict the reactants needed to synthesize it. The reactants are: [Cl:1][C:2]1[CH:3]=[C:4]([CH:7]=[C:8]([Cl:11])[C:9]=1[OH:10])[CH:5]=[O:6].[CH3:12][Mg+].[Br-].[NH4+].[Cl-].O. (6) Given the product [Cl:1][C:2]1[N:3]=[CH:4][N:5]([CH2:30][O:31][CH2:32][CH2:33][Si:34]([CH3:37])([CH3:35])[CH3:36])[C:6]=1[C:7]([NH:9][CH2:10][C:11]1[CH:16]=[CH:15][C:14]([Cl:17])=[C:13]([O:18][C:19]2[CH:24]=[C:23]([CH:25]=[O:39])[CH:22]=[C:21]([C:27]#[N:28])[CH:20]=2)[C:12]=1[F:29])=[O:8], predict the reactants needed to synthesize it. The reactants are: [Cl:1][C:2]1[N:3]=[CH:4][N:5]([CH2:30][O:31][CH2:32][CH2:33][Si:34]([CH3:37])([CH3:36])[CH3:35])[C:6]=1[C:7]([NH:9][CH2:10][C:11]1[CH:16]=[CH:15][C:14]([Cl:17])=[C:13]([O:18][C:19]2[CH:24]=[C:23]([CH:25]=C)[CH:22]=[C:21]([C:27]#[N:28])[CH:20]=2)[C:12]=1[F:29])=[O:8].I([O-])(=O)(=O)=[O:39].[Na+]. (7) Given the product [NH2:37][C@@H:29]([CH2:30][C:31]1[CH:32]=[N:33][CH:34]=[CH:35][CH:36]=1)[C:28]([N:25]1[CH2:24][CH2:23][CH:22]([N:13]2[N:12]=[C:11]([C:5]3[CH:6]=[CH:7][C:8]([O:9][CH3:10])=[C:3]([O:2][CH3:1])[CH:4]=3)[C@@H:20]3[C@@H:15]([CH2:16][CH2:17][CH2:18][CH2:19]3)[C:14]2=[O:21])[CH2:27][CH2:26]1)=[O:45], predict the reactants needed to synthesize it. The reactants are: [CH3:1][O:2][C:3]1[CH:4]=[C:5]([C:11]2[C@@H:20]3[C@@H:15]([CH2:16][CH2:17][CH2:18][CH2:19]3)[C:14](=[O:21])[N:13]([CH:22]3[CH2:27][CH2:26][N:25]([C:28](=[O:45])[C@@H:29]([NH:37]C(=O)OC(C)(C)C)[CH2:30][C:31]4[CH:32]=[N:33][CH:34]=[CH:35][CH:36]=4)[CH2:24][CH2:23]3)[N:12]=2)[CH:6]=[CH:7][C:8]=1[O:9][CH3:10].Cl.[OH-].[Na+]. (8) Given the product [CH3:14][CH:9]([C:2]1[C:1]([CH3:13])=[CH:6][C:5]([CH3:7])=[CH:4][CH:3]=1)[C:10]([NH:24][CH:25]([C:32]1[CH:37]=[CH:36][CH:35]=[C:34]([N+:38]([O-:40])=[O:39])[CH:33]=1)[CH2:26][C:27]([O:29][CH2:30][CH3:31])=[O:28])=[O:11], predict the reactants needed to synthesize it. The reactants are: [C:1]1([CH3:13])[CH:6]=[C:5]([CH3:7])[CH:4]=[C:3](C)[C:2]=1[CH2:9][C:10](Cl)=[O:11].[CH:14](N(C(C)C)CC)(C)C.Cl.[NH2:24][CH:25]([C:32]1[CH:37]=[CH:36][CH:35]=[C:34]([N+:38]([O-:40])=[O:39])[CH:33]=1)[CH2:26][C:27]([O:29][CH2:30][CH3:31])=[O:28].Cl.